This data is from Catalyst prediction with 721,799 reactions and 888 catalyst types from USPTO. The task is: Predict which catalyst facilitates the given reaction. (1) Reactant: [CH2:1]([O:8][C:9]([NH:11][CH:12]([C:16]([CH3:19])([CH3:18])[CH3:17])[C:13]([OH:15])=O)=[O:10])[C:2]1[CH:7]=[CH:6][CH:5]=[CH:4][CH:3]=1.C1C=CC2N(O)N=NC=2C=1.C(Cl)CCl.[C:34]([O:38][C:39](=[O:45])[C@@H:40]1[CH2:44][CH2:43][CH2:42][NH:41]1)([CH3:37])([CH3:36])[CH3:35]. Product: [C:34]([O:38][C:39]([CH:40]1[CH2:44][CH2:43][CH2:42][N:41]1[C:13](=[O:15])[CH:12]([NH:11][C:9]([O:8][CH2:1][C:2]1[CH:3]=[CH:4][CH:5]=[CH:6][CH:7]=1)=[O:10])[C:16]([CH3:19])([CH3:18])[CH3:17])=[O:45])([CH3:37])([CH3:35])[CH3:36]. The catalyst class is: 306. (2) Reactant: [H-].[Na+].[Br:3][C:4]1C(N)=[CH:8][C:7]([C:11]2[CH:16]=[CH:15][C:14]([Cl:17])=[CH:13][CH:12]=2)=[CH:6][N:5]=1.CI.[CH3:20][N:21]([CH:23]=O)[CH3:22]. Product: [Br:3][C:4]1[C:23]([N:21]([CH3:22])[CH3:20])=[CH:8][C:7]([C:11]2[CH:12]=[CH:13][C:14]([Cl:17])=[CH:15][CH:16]=2)=[CH:6][N:5]=1. The catalyst class is: 389. (3) Reactant: N1CCCCC1.C(O)(=O)C.[CH3:11][C:12]1([CH3:20])[O:17][C:16](=[O:18])[CH2:15][C:14](=[O:19])[O:13]1.[Cl:21][C:22]1[CH:29]=[CH:28][C:27]([Cl:30])=[CH:26][C:23]=1[CH:24]=O. Product: [Cl:21][C:22]1[CH:29]=[CH:28][C:27]([Cl:30])=[CH:26][C:23]=1[CH:24]=[C:15]1[C:16](=[O:18])[O:17][C:12]([CH3:20])([CH3:11])[O:13][C:14]1=[O:19]. The catalyst class is: 93. (4) Reactant: [BH4-].[Na+].[Cl:3][C:4]1[CH:5]=[C:6]([C:10]2[C:19]3[C:14](=[CH:15][CH:16]=[C:17]([C:20]([C:28]4[CH:33]=[CH:32][C:31]([I:34])=[CH:30][CH:29]=4)([C:22]4[N:26]([CH3:27])[CH:25]=[N:24][N:23]=4)[OH:21])[CH:18]=3)[N:13]3[N:35]=[N:36][N:37]=[C:12]3[N:11]=2)[CH:7]=[CH:8][CH:9]=1.C(Cl)Cl. Product: [Cl:3][C:4]1[CH:5]=[C:6]([CH:10]2[C:19]3[C:14](=[CH:15][CH:16]=[C:17]([C:20]([C:28]4[CH:33]=[CH:32][C:31]([I:34])=[CH:30][CH:29]=4)([C:22]4[N:26]([CH3:27])[CH:25]=[N:24][N:23]=4)[OH:21])[CH:18]=3)[N:13]3[N:35]=[N:36][N:37]=[C:12]3[NH:11]2)[CH:7]=[CH:8][CH:9]=1. The catalyst class is: 459. (5) Reactant: [CH3:1][O:2]/[C:3](=[CH:9]\[CH:10]1[CH2:15][CH2:14][N:13]([S:16]([C:19]2[CH:24]=[CH:23][C:22]([O:25][C:26]([F:29])([F:28])[F:27])=[CH:21][CH:20]=2)(=[O:18])=[O:17])[CH2:12][CH2:11]1)/[C:4]([O:6]CC)=[O:5].[OH-].[Na+]. Product: [CH3:1][O:2]/[C:3](=[CH:9]\[CH:10]1[CH2:15][CH2:14][N:13]([S:16]([C:19]2[CH:20]=[CH:21][C:22]([O:25][C:26]([F:29])([F:28])[F:27])=[CH:23][CH:24]=2)(=[O:18])=[O:17])[CH2:12][CH2:11]1)/[C:4]([OH:6])=[O:5]. The catalyst class is: 8. (6) The catalyst class is: 6. Reactant: CC1(C)COB([C:8]2[CH:31]=[CH:30][C:11]3[C:12]4[N:16]([CH2:17][CH2:18][O:19][C:10]=3[CH:9]=2)[CH:15]=[C:14]([C:20]2[N:21]([CH2:25][C:26]([F:29])([F:28])[F:27])[N:22]=[CH:23][N:24]=2)[N:13]=4)OC1.Cl.N[OH:35].[OH-].[Na+]. Product: [F:28][C:26]([F:27])([F:29])[CH2:25][N:21]1[C:20]([C:14]2[N:13]=[C:12]3[C:11]4[CH:30]=[CH:31][C:8]([OH:35])=[CH:9][C:10]=4[O:19][CH2:18][CH2:17][N:16]3[CH:15]=2)=[N:24][CH:23]=[N:22]1. (7) Reactant: O.[OH-].[Li+].[C:4]([C:8]1[CH:9]=[C:10]([C:50](=[O:52])[NH2:51])[C:11]([O:48][CH3:49])=[C:12]([NH:14][C:15](=[O:47])[NH:16][C:17]2[C:26]3[C:21](=[CH:22][CH:23]=[CH:24][CH:25]=3)[C:20]([O:27][C:28]3[CH:33]=[CH:32][N:31]=[C:30]([NH:34][C:35]4[CH:44]=[CH:43][C:38]([C:39]([O:41]C)=[O:40])=[C:37]([O:45][CH3:46])[CH:36]=4)[CH:29]=3)=[CH:19][CH:18]=2)[CH:13]=1)([CH3:7])([CH3:6])[CH3:5].CO.C(O)(=O)CC(CC(O)=O)(C(O)=O)O. Product: [C:4]([C:8]1[CH:9]=[C:10]([C:50](=[O:52])[NH2:51])[C:11]([O:48][CH3:49])=[C:12]([NH:14][C:15](=[O:47])[NH:16][C:17]2[C:26]3[C:21](=[CH:22][CH:23]=[CH:24][CH:25]=3)[C:20]([O:27][C:28]3[CH:33]=[CH:32][N:31]=[C:30]([NH:34][C:35]4[CH:44]=[CH:43][C:38]([C:39]([OH:41])=[O:40])=[C:37]([O:45][CH3:46])[CH:36]=4)[CH:29]=3)=[CH:19][CH:18]=2)[CH:13]=1)([CH3:7])([CH3:5])[CH3:6]. The catalyst class is: 90.